Dataset: Catalyst prediction with 721,799 reactions and 888 catalyst types from USPTO. Task: Predict which catalyst facilitates the given reaction. (1) Reactant: CN(C(ON1N=NC2C=CC=NC1=2)=[N+](C)C)C.F[P-](F)(F)(F)(F)F.[CH3:25][C:26]([NH2:29])([CH3:28])[CH3:27].[CH3:30][O:31][C:32]1[CH:33]=[C:34]2[C:38](=[CH:39][CH:40]=1)[N:37]([CH3:41])[N:36]=[C:35]2[C:42]1[N:43]=[C:44]2[C:50]([C:51](O)=[O:52])=[CH:49][N:48]([CH2:54][O:55][CH2:56][CH2:57][Si:58]([CH3:61])([CH3:60])[CH3:59])[C:45]2=[N:46][CH:47]=1. Product: [C:26]([NH:29][C:51]([C:50]1[C:44]2[C:45](=[N:46][CH:47]=[C:42]([C:35]3[C:34]4[C:38](=[CH:39][CH:40]=[C:32]([O:31][CH3:30])[CH:33]=4)[N:37]([CH3:41])[N:36]=3)[N:43]=2)[N:48]([CH2:54][O:55][CH2:56][CH2:57][Si:58]([CH3:59])([CH3:61])[CH3:60])[CH:49]=1)=[O:52])([CH3:28])([CH3:27])[CH3:25]. The catalyst class is: 3. (2) The catalyst class is: 14. Reactant: [CH3:1][CH:2]1[CH2:10][C:9]2[C:4](=[CH:5][C:6]([CH3:12])=[CH:7][C:8]=2[CH3:11])[C:3]1=[O:13].[BH4-].[Na+].CC(C)=O.O. Product: [CH3:1][CH:2]1[CH2:10][C:9]2[C:4](=[CH:5][C:6]([CH3:12])=[CH:7][C:8]=2[CH3:11])[CH:3]1[OH:13]. (3) Reactant: [CH3:1][O:2][C:3]1[C:4]([NH2:9])=[N:5][CH:6]=[CH:7][CH:8]=1.[Cl:10]N1C(=O)CCC1=O. Product: [NH2:9][C:4]1[C:3]([O:2][CH3:1])=[CH:8][C:7]([Cl:10])=[CH:6][N:5]=1. The catalyst class is: 13.